This data is from Forward reaction prediction with 1.9M reactions from USPTO patents (1976-2016). The task is: Predict the product of the given reaction. (1) Given the reactants [Br:1][C:2]1[CH:3]=[C:4]([CH2:8][C:9]([CH3:13])([CH3:12])[C:10]#[N:11])[CH:5]=[CH:6][CH:7]=1.B.C1COCC1, predict the reaction product. The product is: [Br:1][C:2]1[CH:3]=[C:4]([CH2:8][C:9]([CH3:13])([CH3:12])[CH2:10][NH2:11])[CH:5]=[CH:6][CH:7]=1. (2) Given the reactants [CH:1]([O:4][C:5]1[CH:13]=[CH:12][C:8]([C:9]([OH:11])=O)=[CH:7][C:6]=1[O:14][CH3:15])([CH3:3])[CH3:2].CN(C(ON1N=NC2C=CC=NC1=2)=[N+](C)C)C.F[P-](F)(F)(F)(F)F.CCN(CC)CC.[CH:47]([O:50][CH:51]1[C:65]2[C:60](=[CH:61][CH:62]=[CH:63][CH:64]=2)[O:59][C:53]2([CH2:58][CH2:57][NH:56][CH2:55][CH2:54]2)[CH2:52]1)([CH3:49])[CH3:48], predict the reaction product. The product is: [CH:1]([O:4][C:5]1[CH:13]=[CH:12][C:8]([C:9]([N:56]2[CH2:57][CH2:58][C:53]3([CH2:52][CH:51]([O:50][CH:47]([CH3:49])[CH3:48])[C:65]4[C:60](=[CH:61][CH:62]=[CH:63][CH:64]=4)[O:59]3)[CH2:54][CH2:55]2)=[O:11])=[CH:7][C:6]=1[O:14][CH3:15])([CH3:2])[CH3:3].